Dataset: Full USPTO retrosynthesis dataset with 1.9M reactions from patents (1976-2016). Task: Predict the reactants needed to synthesize the given product. Given the product [Cl:23][C:24]1[O:28][C:27]([CH:29]([C:13]2[CH:14]=[C:15]([CH:18]3[O:22][CH2:21][CH2:20][O:19]3)[S:16][CH:17]=2)[O:30][Si:34]([CH:38]([CH3:40])[CH3:39])([CH:35]([CH3:37])[CH3:36])[CH:32]([CH3:33])[CH3:31])=[CH:26][CH:25]=1, predict the reactants needed to synthesize it. The reactants are: [Li]CCCC.CCCCCC.Br[C:13]1[CH:14]=[C:15]([CH:18]2[O:22][CH2:21][CH2:20][O:19]2)[S:16][CH:17]=1.[Cl:23][C:24]1[O:28][C:27]([CH:29]=[O:30])=[CH:26][CH:25]=1.[CH3:31][CH:32]([Si:34](Cl)([CH:38]([CH3:40])[CH3:39])[CH:35]([CH3:37])[CH3:36])[CH3:33].